From a dataset of Forward reaction prediction with 1.9M reactions from USPTO patents (1976-2016). Predict the product of the given reaction. Given the reactants [NH2:1][C:2]1[CH:19]=[CH:18][C:5]2[N:6]=[C:7]([NH:9][C:10](=[O:17])[C:11]3[CH:16]=[CH:15][CH:14]=[CH:13][CH:12]=3)[S:8][C:4]=2[CH:3]=1.Cl[C:21]1[C:30]2[C:25](=[CH:26][C:27]([O:33][CH3:34])=[C:28]([O:31][CH3:32])[CH:29]=2)[N:24]=[CH:23][N:22]=1.C(=O)([O-])O.[Na+], predict the reaction product. The product is: [CH3:32][O:31][C:28]1[CH:29]=[C:30]2[C:25](=[CH:26][C:27]=1[O:33][CH3:34])[N:24]=[CH:23][N:22]=[C:21]2[NH:1][C:2]1[CH:19]=[CH:18][C:5]2[N:6]=[C:7]([NH:9][C:10](=[O:17])[C:11]3[CH:16]=[CH:15][CH:14]=[CH:13][CH:12]=3)[S:8][C:4]=2[CH:3]=1.